From a dataset of Full USPTO retrosynthesis dataset with 1.9M reactions from patents (1976-2016). Predict the reactants needed to synthesize the given product. (1) Given the product [C:1]([O:5][C:6]([N:8]1[CH2:13][CH2:12][CH:11]([CH2:14][NH:15][C:25]([N:24]=[CH:16][N:36]([CH3:37])[CH3:35])=[S:26])[CH2:10][CH2:9]1)=[O:7])([CH3:4])([CH3:3])[CH3:2], predict the reactants needed to synthesize it. The reactants are: [C:1]([O:5][C:6]([N:8]1[CH2:13][CH2:12][CH:11]([CH2:14][NH2:15])[CH2:10][CH2:9]1)=[O:7])([CH3:4])([CH3:3])[CH3:2].[C:16]([N:24]=[C:25]=[S:26])(=O)C1C=CC=CC=1.C(=O)([O-])[O-].[K+].[K+].CO[CH:35](OC)[N:36](C)[CH3:37]. (2) The reactants are: COC(C1C=C(O)C2C(=C(OCC3C=CC=CC=3)C=CC=2)N=1)=O.C[O:25][C:26]([C:28]1[CH:37]=[C:36]([OH:38])[C:35]2[C:30](=[C:31]([C:41]#[N:42])[CH:32]=[C:33]([CH2:39][CH3:40])[CH:34]=2)[N:29]=1)=[O:27]. Given the product [C:41]([C:31]1[CH:32]=[C:33]([CH2:39][CH3:40])[CH:34]=[C:35]2[C:30]=1[N:29]=[C:28]([C:26]([OH:27])=[O:25])[CH:37]=[C:36]2[OH:38])#[N:42], predict the reactants needed to synthesize it. (3) Given the product [CH:1]1([NH:4][C:5](=[O:6])[C:7]2[CH:8]=[C:9]([F:28])[C:10]([CH3:27])=[C:11]([C:13]3[CH:14]=[C:15]4[C:19](=[CH:20][CH:21]=3)[N:18]([CH2:22][C:23]([NH:32][CH2:31][C:30]([CH3:34])([CH3:33])[CH3:29])=[O:25])[N:17]=[CH:16]4)[CH:12]=2)[CH2:2][CH2:3]1, predict the reactants needed to synthesize it. The reactants are: [CH:1]1([NH:4][C:5]([C:7]2[CH:8]=[C:9]([F:28])[C:10]([CH3:27])=[C:11]([C:13]3[CH:14]=[C:15]4[C:19](=[CH:20][CH:21]=3)[N:18]([CH2:22][C:23]([O:25]C)=O)[N:17]=[CH:16]4)[CH:12]=2)=[O:6])[CH2:3][CH2:2]1.[CH3:29][C:30]([CH3:34])([CH3:33])[CH2:31][NH2:32].